This data is from Catalyst prediction with 721,799 reactions and 888 catalyst types from USPTO. The task is: Predict which catalyst facilitates the given reaction. (1) Reactant: [CH2:1]([O:3][C:4](=[O:25])[C@H:5]([NH:17]C(OC(C)(C)C)=O)[CH2:6][CH2:7][C:8]([C:10]1[CH:15]=[CH:14][C:13]([F:16])=[CH:12][CH:11]=1)=O)[CH3:2]. Product: [CH2:1]([O:3][C:4]([C@H:5]1[CH2:6][CH2:7][C@@H:8]([C:10]2[CH:15]=[CH:14][C:13]([F:16])=[CH:12][CH:11]=2)[NH:17]1)=[O:25])[CH3:2]. The catalyst class is: 601. (2) Reactant: [CH3:1][N:2]1[CH:6]=[C:5]([C:7]2[N:12]=[C:11]([C:13]3[CH:14]=[N:15][N:16]([C:18]4([CH2:29][C:30]#[N:31])[CH2:21][N:20]([S:22]([C:25]([F:28])([F:27])[F:26])(=[O:24])=[O:23])[CH2:19]4)[CH:17]=3)[N:10]3[CH:32]=[CH:33][N:34]=[C:9]3[CH:8]=2)[CH:4]=[N:3]1.[B-](F)(F)(F)[F:36].[B-](F)(F)(F)F.C1[N+]2(CCl)CC[N+](F)(CC2)C1.C(O)(=O)C. Product: [F:36][C:32]1[N:10]2[C:11]([C:13]3[CH:14]=[N:15][N:16]([C:18]4([CH2:29][C:30]#[N:31])[CH2:21][N:20]([S:22]([C:25]([F:28])([F:26])[F:27])(=[O:24])=[O:23])[CH2:19]4)[CH:17]=3)=[N:12][C:7]([C:5]3[CH:4]=[N:3][N:2]([CH3:1])[CH:6]=3)=[CH:8][C:9]2=[N:34][CH:33]=1. The catalyst class is: 23. (3) Reactant: [F:1][C:2]1[CH:3]=[C:4]([C:9]([C:11]2[C:20]([N+:21]([O-])=O)=[C:19]3[C:14]([CH:15]=[CH:16][CH:17]=[N:18]3)=[CH:13][CH:12]=2)=[O:10])[CH:5]=[CH:6][C:7]=1[F:8]. Product: [NH2:21][C:20]1[C:11]([C:9]([C:4]2[CH:5]=[CH:6][C:7]([F:8])=[C:2]([F:1])[CH:3]=2)=[O:10])=[CH:12][CH:13]=[C:14]2[C:19]=1[N:18]=[CH:17][CH:16]=[CH:15]2. The catalyst class is: 354. (4) Reactant: [CH3:1][O:2][C:3]1[CH:8]=[CH:7][CH:6]=[CH:5][C:4]=1[C:9]1[N:14]=[C:13]([C:15]2[CH:20]=[CH:19][CH:18]=[CH:17][N:16]=2)[CH:12]=[CH:11][CH:10]=1.[CH3:21][O:22][C:23]1[CH:28]=[CH:27][CH:26]=[CH:25][C:24]=1[Li].[Cl-].[NH4+].[Mn]([O-])(=O)(=O)=O.[K+]. Product: [CH3:1][O:2][C:3]1[CH:8]=[CH:7][CH:6]=[CH:5][C:4]=1[C:9]1[N:14]=[C:13]([C:15]2[CH:20]=[CH:19][CH:18]=[C:17]([C:24]3[CH:25]=[CH:26][CH:27]=[CH:28][C:23]=3[O:22][CH3:21])[N:16]=2)[CH:12]=[CH:11][CH:10]=1. The catalyst class is: 883. (5) Reactant: P([O-])([O-])(O)=[O:2].[K+].[K+].[NH2:8][C:9]1[CH:14]=[CH:13][N:12]([C@H:15]2[O:19][C@@H:18]([C:20]([O:22][C@@H:23]3[CH2:28][C@H:27](C)[CH2:26][CH2:25][C@H:24]3[CH:30](C)C)=[O:21])[S:17][CH2:16]2)[C:11](=[O:33])[N:10]=1.[BH4-].[Na+].[OH-:36].[Na+]. Product: [CH2:16]1[S:17][C@H:18]([CH2:20][OH:21])[O:19][C@@H:15]1[N:12]1[C:11](=[O:33])[N:10]=[C:9]([NH2:8])[CH:14]=[CH:13]1.[CH:26]1[CH:25]=[C:24]([C:30]([OH:2])=[O:36])[C:23]([OH:22])=[CH:28][CH:27]=1. The catalyst class is: 6. (6) Reactant: [NH2:1][CH:2]([C:7]1[CH:12]=[CH:11][C:10]([Br:13])=[CH:9][CH:8]=1)[C:3]([O:5][CH3:6])=[O:4].[C:14]([C:18]1[CH:26]=[CH:25][C:21]([C:22](O)=[O:23])=[CH:20][CH:19]=1)([CH3:17])([CH3:16])[CH3:15].CCN(C(C)C)C(C)C.CN(C(ON1N=NC2C=CC=NC1=2)=[N+](C)C)C.F[P-](F)(F)(F)(F)F. Product: [Br:13][C:10]1[CH:9]=[CH:8][C:7]([CH:2]([NH:1][C:22](=[O:23])[C:21]2[CH:25]=[CH:26][C:18]([C:14]([CH3:16])([CH3:15])[CH3:17])=[CH:19][CH:20]=2)[C:3]([O:5][CH3:6])=[O:4])=[CH:12][CH:11]=1. The catalyst class is: 3. (7) Reactant: [N+:1]([C:4]1[CH:5]=[N:6][C:7]([N:10]2[CH:16]3[CH2:17][N:13]([CH2:14][CH2:15]3)[CH2:12][CH2:11]2)=[N:8][CH:9]=1)([O-])=O. Product: [N:13]12[CH2:17][CH:16]([CH2:15][CH2:14]1)[N:10]([C:7]1[N:8]=[CH:9][C:4]([NH2:1])=[CH:5][N:6]=1)[CH2:11][CH2:12]2. The catalyst class is: 63.